This data is from Catalyst prediction with 721,799 reactions and 888 catalyst types from USPTO. The task is: Predict which catalyst facilitates the given reaction. (1) Reactant: [OH:1][C:2]1[C:11]([CH3:12])=[C:10]([O:13][CH2:14][O:15][CH3:16])[CH:9]=[CH:8][C:3]=1[C:4]([O:6][CH3:7])=[O:5].C(=O)([O-])[O-].[K+].[K+].[Cl:23][C:24]1[CH:31]=[C:30]([Cl:32])[CH:29]=[CH:28][C:25]=1[CH2:26]Cl.O. The catalyst class is: 42. Product: [Cl:23][C:24]1[CH:31]=[C:30]([Cl:32])[CH:29]=[CH:28][C:25]=1[CH2:26][O:1][C:2]1[C:11]([CH3:12])=[C:10]([O:13][CH2:14][O:15][CH3:16])[CH:9]=[CH:8][C:3]=1[C:4]([O:6][CH3:7])=[O:5]. (2) Reactant: [Cl:1][C:2]1[CH:7]=[CH:6][C:5]([C:8]2[C:9]([O:24][CH2:25][CH:26]3[CH2:28][CH2:27]3)=[N:10][CH:11]=[C:12]([CH:23]=2)[C:13]([NH:15][C@H:16]2[CH2:21][CH2:20][CH2:19][CH2:18][C@H:17]2[OH:22])=[O:14])=[CH:4][CH:3]=1.CC(OI1(OC(C)=O)(OC(C)=O)OC(=O)C2C=CC=CC1=2)=O. Product: [Cl:1][C:2]1[CH:3]=[CH:4][C:5]([C:8]2[C:9]([O:24][CH2:25][CH:26]3[CH2:27][CH2:28]3)=[N:10][CH:11]=[C:12]([CH:23]=2)[C:13]([NH:15][C@H:16]2[CH2:21][CH2:20][CH2:19][CH2:18][C:17]2=[O:22])=[O:14])=[CH:6][CH:7]=1. The catalyst class is: 2. (3) Reactant: [OH:1][CH:2]([CH3:9])[CH2:3][CH2:4][O:5][C:6](=[O:8])[CH3:7].N1C=CC=CC=1.[C:16]1([CH3:36])[CH:21]=[CH:20][C:19]([S:22](O[S:22]([C:19]2[CH:20]=[CH:21][C:16]([CH3:36])=[CH:17][CH:18]=2)(=[O:24])=[O:23])(=[O:24])=[O:23])=[CH:18][CH:17]=1. Product: [C:16]1([CH3:36])[CH:21]=[CH:20][C:19]([S:22]([O:1][CH:2]([CH3:9])[CH2:3][CH2:4][O:5][C:6](=[O:8])[CH3:7])(=[O:24])=[O:23])=[CH:18][CH:17]=1. The catalyst class is: 79. (4) Reactant: [CH3:1][O:2][N:3]([C:31]([C:44]1[CH:49]=[CH:48][CH:47]=[CH:46][CH:45]=1)([C:38]1[CH:43]=[CH:42][CH:41]=[CH:40][CH:39]=1)[C:32]1[CH:37]=[CH:36][CH:35]=[CH:34][CH:33]=1)[C:4]1[NH:5][C:6](=[O:30])[C:7]2[N:8]=[CH:9][N:10]([C@@H:13]3[O:17][C@H:16]([CH2:18][O:19][Si](C(C)(C)C)(C)C)[CH2:15][C@:14]3([C:28]#[CH:29])[F:27])[C:11]=2[N:12]=1.[F-].[NH4+]. Product: [CH3:1][O:2][N:3]([C:31]([C:44]1[CH:49]=[CH:48][CH:47]=[CH:46][CH:45]=1)([C:38]1[CH:39]=[CH:40][CH:41]=[CH:42][CH:43]=1)[C:32]1[CH:37]=[CH:36][CH:35]=[CH:34][CH:33]=1)[C:4]1[NH:5][C:6](=[O:30])[C:7]2[N:8]=[CH:9][N:10]([C@@H:13]3[O:17][C@H:16]([CH2:18][OH:19])[CH2:15][C@:14]3([C:28]#[CH:29])[F:27])[C:11]=2[N:12]=1. The catalyst class is: 5.